Dataset: Catalyst prediction with 721,799 reactions and 888 catalyst types from USPTO. Task: Predict which catalyst facilitates the given reaction. Reactant: [CH3:1][O:2][C:3](=[O:21])[C@H:4]([CH2:13][C:14]1[CH:19]=[CH:18][C:17]([OH:20])=[CH:16][CH:15]=1)[NH:5][C:6]([O:8][C:9]([CH3:12])([CH3:11])[CH3:10])=[O:7].[H-].[Na+].Cl[C:25]1[N:30]=[CH:29][CH:28]=[CH:27][N:26]=1. Product: [CH3:1][O:2][C:3](=[O:21])[C@H:4]([CH2:13][C:14]1[CH:19]=[CH:18][C:17]([O:20][C:25]2[N:30]=[CH:29][CH:28]=[CH:27][N:26]=2)=[CH:16][CH:15]=1)[NH:5][C:6]([O:8][C:9]([CH3:12])([CH3:10])[CH3:11])=[O:7]. The catalyst class is: 3.